From a dataset of NCI-60 drug combinations with 297,098 pairs across 59 cell lines. Regression. Given two drug SMILES strings and cell line genomic features, predict the synergy score measuring deviation from expected non-interaction effect. (1) Drug 1: C1=CC(=CC=C1C#N)C(C2=CC=C(C=C2)C#N)N3C=NC=N3. Drug 2: B(C(CC(C)C)NC(=O)C(CC1=CC=CC=C1)NC(=O)C2=NC=CN=C2)(O)O. Cell line: OVCAR-5. Synergy scores: CSS=42.4, Synergy_ZIP=0.411, Synergy_Bliss=-0.615, Synergy_Loewe=-20.2, Synergy_HSA=-0.940. (2) Drug 1: C1CN(CCN1C(=O)CCBr)C(=O)CCBr. Drug 2: C1=NNC2=C1C(=O)NC=N2. Cell line: MALME-3M. Synergy scores: CSS=21.3, Synergy_ZIP=-1.84, Synergy_Bliss=-2.41, Synergy_Loewe=-4.03, Synergy_HSA=-1.31. (3) Drug 1: C1CC(=O)NC(=O)C1N2CC3=C(C2=O)C=CC=C3N. Drug 2: CC1C(C(CC(O1)OC2CC(CC3=C2C(=C4C(=C3O)C(=O)C5=CC=CC=C5C4=O)O)(C(=O)C)O)N)O. Cell line: M14. Synergy scores: CSS=39.8, Synergy_ZIP=2.11, Synergy_Bliss=3.56, Synergy_Loewe=-22.2, Synergy_HSA=3.15.